Dataset: Full USPTO retrosynthesis dataset with 1.9M reactions from patents (1976-2016). Task: Predict the reactants needed to synthesize the given product. (1) Given the product [C:1]([C:5]1[O:9][N:8]=[C:7]([C:10]2[CH:15]=[C:14]([O:29][C:26]3[CH:27]=[CH:28][C:23]([F:22])=[CH:24][CH:25]=3)[C:13]([C:17]3([F:21])[CH2:20][O:19][CH2:18]3)=[CH:12][N:11]=2)[N:6]=1)([CH3:4])([CH3:3])[CH3:2], predict the reactants needed to synthesize it. The reactants are: [C:1]([C:5]1[O:9][N:8]=[C:7]([C:10]2[CH:15]=[C:14](Cl)[C:13]([C:17]3([F:21])[CH2:20][O:19][CH2:18]3)=[CH:12][N:11]=2)[N:6]=1)([CH3:4])([CH3:3])[CH3:2].[F:22][C:23]1[CH:28]=[CH:27][C:26]([OH:29])=[CH:25][CH:24]=1. (2) Given the product [CH3:8][N:4]1[CH2:5][CH2:6][CH2:7][CH:2]([O:1][S:17]([CH3:16])(=[O:19])=[O:18])[CH2:3]1, predict the reactants needed to synthesize it. The reactants are: [OH:1][CH:2]1[CH2:7][CH2:6][CH2:5][N:4]([CH3:8])[CH2:3]1.C(N(CC)CC)C.[CH3:16][S:17](Cl)(=[O:19])=[O:18].O. (3) Given the product [NH2:22][C:20]1[S:21][C:15]([CH3:16])=[C:14]([C:13]([O:12][CH2:10][CH3:11])=[O:18])[N:19]=1, predict the reactants needed to synthesize it. The reactants are: BrNC(=O)CCC(N)=O.[CH2:10]([O:12][C:13](=[O:18])[CH:14](O)[CH2:15][CH3:16])[CH3:11].[NH2:19][C:20]([NH2:22])=[S:21].[NH4+].[OH-]. (4) Given the product [F:1][C@H:2]1[C@@H:7]([C:8]2[CH:13]=[CH:12][C:11]([OH:14])=[CH:10][CH:9]=2)[CH2:6][CH2:5][N:4]([C@@H:29]2[CH2:33][CH2:32][N:31]([CH2:34][C:35]3[CH:40]=[CH:39][C:38]([CH3:41])=[CH:37][CH:36]=3)[C:30]2=[O:42])[CH2:3]1, predict the reactants needed to synthesize it. The reactants are: [F:1][C@H:2]1[C@@H:7]([C:8]2[CH:13]=[CH:12][C:11]([OH:14])=[CH:10][CH:9]=2)[CH2:6][CH2:5][NH:4][CH2:3]1.CCN(C(C)C)C(C)C.CS(O[C@H:29]1[CH2:33][CH2:32][N:31]([CH2:34][C:35]2[CH:40]=[CH:39][C:38]([CH3:41])=[CH:37][CH:36]=2)[C:30]1=[O:42])(=O)=O. (5) Given the product [CH2:9]([CH:11]1[CH2:16][CH2:15][CH:14]([O:2][C:1]2[CH:3]=[C:4]([OH:5])[CH:6]=[CH:7][CH:8]=2)[CH2:13][CH2:12]1)[CH3:10], predict the reactants needed to synthesize it. The reactants are: [C:1]1([CH:8]=[CH:7][CH:6]=[C:4]([OH:5])[CH:3]=1)[OH:2].[CH2:9]([CH:11]1[CH2:16][CH2:15][CH:14](O)[CH2:13][CH2:12]1)[CH3:10].C1(P(C2C=CC=CC=2)C2C=CC=CC=2)C=CC=CC=1.N(C(OC(C)C)=O)=NC(OC(C)C)=O.